Dataset: Peptide-MHC class I binding affinity with 185,985 pairs from IEDB/IMGT. Task: Regression. Given a peptide amino acid sequence and an MHC pseudo amino acid sequence, predict their binding affinity value. This is MHC class I binding data. (1) The peptide sequence is AVEGGLYPV. The MHC is HLA-A26:01 with pseudo-sequence HLA-A26:01. The binding affinity (normalized) is 0.213. (2) The peptide sequence is RCRRPGNKTVL. The MHC is Mamu-A01 with pseudo-sequence Mamu-A01. The binding affinity (normalized) is 0.214. (3) The peptide sequence is RPKILSMINY. The MHC is HLA-B07:02 with pseudo-sequence HLA-B07:02. The binding affinity (normalized) is 0.255. (4) The peptide sequence is STVDVRNIVT. The MHC is HLA-A02:02 with pseudo-sequence HLA-A02:02. The binding affinity (normalized) is 0.258. (5) The peptide sequence is LANERYRSA. The MHC is HLA-A02:02 with pseudo-sequence HLA-A02:02. The binding affinity (normalized) is 0.0432.